The task is: Predict the reactants needed to synthesize the given product.. This data is from Full USPTO retrosynthesis dataset with 1.9M reactions from patents (1976-2016). Given the product [Br:1][C:2]1[CH:10]=[CH:9][C:5]([C:6]([N:24]2[CH2:25][CH2:26][N:21]([C:14]3[C:13]([CH3:12])=[CH:20][C:17]([C:18]#[N:19])=[CH:16][N:15]=3)[CH2:22][CH2:23]2)=[O:8])=[C:4]([F:11])[CH:3]=1, predict the reactants needed to synthesize it. The reactants are: [Br:1][C:2]1[CH:10]=[CH:9][C:5]([C:6]([OH:8])=O)=[C:4]([F:11])[CH:3]=1.[CH3:12][C:13]1[C:14]([N:21]2[CH2:26][CH2:25][NH:24][CH2:23][CH2:22]2)=[N:15][CH:16]=[C:17]([CH:20]=1)[C:18]#[N:19].